Dataset: CYP2D6 inhibition data for predicting drug metabolism from PubChem BioAssay. Task: Regression/Classification. Given a drug SMILES string, predict its absorption, distribution, metabolism, or excretion properties. Task type varies by dataset: regression for continuous measurements (e.g., permeability, clearance, half-life) or binary classification for categorical outcomes (e.g., BBB penetration, CYP inhibition). Dataset: cyp2d6_veith. (1) The compound is CCOC(=O)c1[nH]c2ccc(OC)cc2c1NC(=O)NC(C)C. The result is 0 (non-inhibitor). (2) The drug is COc1cccc(-c2ccc3ncnc(NCc4cccnc4)c3c2)c1. The result is 1 (inhibitor). (3) The compound is CCCCOc1ccc(-c2nnn(CC(=O)c3c[nH]c4ccccc34)n2)cc1. The result is 0 (non-inhibitor). (4) The molecule is NC(=O)c1ccc(N2CCCCC2)c(N2C(=O)C3CC=CCC3C2=O)c1. The result is 0 (non-inhibitor). (5) The molecule is CC(C)NC(=O)COC(=O)c1cc(=O)[nH]c2ccccc12. The result is 0 (non-inhibitor). (6) The drug is COc1cc(NC(=O)Cc2c(C(=O)O)[nH]c3ccccc23)cc(OC)c1OC. The result is 0 (non-inhibitor). (7) The drug is O=C(O)c1cc2cc(OCc3ccccc3)ccc2[nH]1. The result is 0 (non-inhibitor). (8) The result is 0 (non-inhibitor). The molecule is CC(=O)OC[C@@H]1O[C@H](C/C=N\OC[C@@H](O)COCc2ccco2)C=C[C@@H]1OC(C)=O. (9) The compound is C[C@@H](O)[C@H]1C(=O)N2C(C(=O)O)=C(S[C@@H]3CN[C@H](C(=O)N(C)C)C3)[C@H](C)[C@H]12. The result is 0 (non-inhibitor).